From a dataset of Forward reaction prediction with 1.9M reactions from USPTO patents (1976-2016). Predict the product of the given reaction. (1) Given the reactants [CH3:1][C:2]1[CH:10]=[CH:9][C:5]([C:6](Cl)=[O:7])=[CH:4][C:3]=1[C:11]([F:14])([F:13])[F:12].C(N(CC)CC)C.Cl.[CH3:23][NH:24][O:25][CH3:26], predict the reaction product. The product is: [CH3:26][O:25][N:24]([CH3:23])[C:6](=[O:7])[C:5]1[CH:9]=[CH:10][C:2]([CH3:1])=[C:3]([C:11]([F:14])([F:13])[F:12])[CH:4]=1. (2) Given the reactants C([Li])CCC.Br[C:7]1[CH:12]=[CH:11][N:10]=[C:9]([CH:13]([F:15])[F:14])[CH:8]=1.[Br:16][C:17]1[CH:22]=[C:21]([C:23]([C:31]2[CH:36]=[CH:35][CH:34]=[C:33]([F:37])[C:32]=2[C:38]#[N:39])=[N:24]S(C(C)(C)C)=O)[CH:20]=[CH:19][N:18]=1.Cl, predict the reaction product. The product is: [Br:16][C:17]1[CH:22]=[C:21]([C:23]2([C:7]3[CH:12]=[CH:11][N:10]=[C:9]([CH:13]([F:15])[F:14])[CH:8]=3)[C:31]3[C:32](=[C:33]([F:37])[CH:34]=[CH:35][CH:36]=3)[C:38]([NH2:39])=[N:24]2)[CH:20]=[CH:19][N:18]=1. (3) Given the reactants I[CH2:2][CH2:3][CH2:4][CH3:5].C(=O)([O-])[O-].[K+].[K+].[OH:12][C:13]1[CH:14]=[C:15]([CH:20]=[CH:21][C:22]=1[I:23])[C:16]([O:18][CH3:19])=[O:17], predict the reaction product. The product is: [CH2:2]([O:12][C:13]1[CH:14]=[C:15]([CH:20]=[CH:21][C:22]=1[I:23])[C:16]([O:18][CH3:19])=[O:17])[CH2:3][CH2:4][CH3:5]. (4) Given the reactants [CH2:1]([Mg]Cl)[C:2]1[CH:7]=[CH:6][CH:5]=[CH:4][CH:3]=1.CON(C)[C:13]([C:15]1[CH:20]=[CH:19][N:18]=[C:17]([S:21][CH3:22])[N:16]=1)=[O:14], predict the reaction product. The product is: [CH3:22][S:21][C:17]1[N:16]=[C:15]([C:13](=[O:14])[CH2:1][C:2]2[CH:7]=[CH:6][CH:5]=[CH:4][CH:3]=2)[CH:20]=[CH:19][N:18]=1. (5) Given the reactants C([O:3][C:4]([C:6]1([CH2:22][CH2:23]OC)[CH2:11][CH2:10][N:9]([S:12]([C:15]2[CH:20]=[CH:19][CH:18]=[CH:17][C:16]=2[Cl:21])(=[O:14])=[O:13])[CH2:8][CH2:7]1)=O)C.[Cl-].C[Al+]C.[Cl:30][C:31]1[CH:32]=[C:33]([CH2:38][CH2:39][NH2:40])[CH:34]=[CH:35][C:36]=1[Cl:37], predict the reaction product. The product is: [Cl:21][C:16]1[CH:17]=[CH:18][CH:19]=[CH:20][C:15]=1[S:12]([N:9]1[CH2:8][CH2:7][C:6]2([C:4](=[O:3])[N:40]([CH2:39][CH2:38][C:33]3[CH:34]=[CH:35][C:36]([Cl:37])=[C:31]([Cl:30])[CH:32]=3)[CH2:23][CH2:22]2)[CH2:11][CH2:10]1)(=[O:14])=[O:13]. (6) Given the reactants [CH2:1]([O:3][C:4]1[N:8]([CH2:9][C:10]2[CH:15]=[CH:14][C:13]([C:16]3[CH:21]=[CH:20][CH:19]=[CH:18][C:17]=3[C:22]3[NH:26][C:25](=[O:27])[O:24][N:23]=3)=[CH:12][CH:11]=2)[C:7]2[C:28]([C:32]([OH:34])=[O:33])=[CH:29][CH:30]=[CH:31][C:6]=2[N:5]=1)[CH3:2].C(N(CC)CC)C.ClC1C=C(Cl)[CH:49]=[C:48](Cl)[C:44]=1[C:45](Cl)=[O:46].C1C[O:57]CC1, predict the reaction product. The product is: [CH2:1]([O:3][C:4]1[N:8]([CH2:9][C:10]2[CH:11]=[CH:12][C:13]([C:16]3[CH:21]=[CH:20][CH:19]=[CH:18][C:17]=3[C:22]3[NH:26][C:25](=[O:27])[O:24][N:23]=3)=[CH:14][CH:15]=2)[C:7]2[C:28]([C:32]([O:34][CH:49]3[CH2:48][CH2:44][C:45](=[O:46])[O:57]3)=[O:33])=[CH:29][CH:30]=[CH:31][C:6]=2[N:5]=1)[CH3:2].